Dataset: Aqueous solubility values for 9,982 compounds from the AqSolDB database. Task: Regression/Classification. Given a drug SMILES string, predict its absorption, distribution, metabolism, or excretion properties. Task type varies by dataset: regression for continuous measurements (e.g., permeability, clearance, half-life) or binary classification for categorical outcomes (e.g., BBB penetration, CYP inhibition). For this dataset (solubility_aqsoldb), we predict Y. (1) The compound is O=C(O)c1ccccc1Nc1cccc([N+](=O)[O-])c1. The Y is -6.43 log mol/L. (2) The drug is CC(C)CCOCCc1ccccc1. The Y is -3.93 log mol/L. (3) The compound is C/C=C/c1ccc(OC)cc1. The Y is -3.13 log mol/L. (4) The Y is -0.425 log mol/L. The molecule is CC(=O)[O-].CC(=O)[O-].CC(=O)[O-].[Y+3]. (5) The drug is CN1CSC(=S)N(C)C1. The Y is -1.73 log mol/L. (6) The drug is NC(=O)OCC1CSC2(CCCCC2)S1. The Y is -3.52 log mol/L. (7) The drug is CCC(C)(C)OC. The Y is -0.980 log mol/L.